This data is from Catalyst prediction with 721,799 reactions and 888 catalyst types from USPTO. The task is: Predict which catalyst facilitates the given reaction. (1) Reactant: [F:1][C:2]([F:11])([F:10])[CH:3]1[CH2:8][CH2:7][CH:6]([NH2:9])[CH2:5][CH2:4]1.Cl[C:13](OC1C=CC([N+]([O-])=O)=CC=1)=[O:14].C(N(C(C)C)CC)(C)C.[Cl:34][C:35]1[CH:44]=[C:43]2[C:38]([C:39]([N:45]3[CH2:50][CH2:49][NH:48][CH2:47][CH2:46]3)=[CH:40][CH:41]=[N:42]2)=[CH:37][CH:36]=1. Product: [Cl:34][C:35]1[CH:44]=[C:43]2[C:38]([C:39]([N:45]3[CH2:50][CH2:49][N:48]([C:13]([NH:9][CH:6]4[CH2:5][CH2:4][CH:3]([C:2]([F:10])([F:11])[F:1])[CH2:8][CH2:7]4)=[O:14])[CH2:47][CH2:46]3)=[CH:40][CH:41]=[N:42]2)=[CH:37][CH:36]=1. The catalyst class is: 61. (2) The catalyst class is: 42. Reactant: [C:1]([O:5][C:6]([NH:8][C@H:9]([CH2:27][OH:28])[CH2:10][C:11]1[CH:26]=[CH:25][C:14]([O:15][C:16]2[N:24]=[CH:23][CH:22]=[CH:21][C:17]=2[C:18]([OH:20])=[O:19])=[CH:13][CH:12]=1)=[O:7])([CH3:4])([CH3:3])[CH3:2].CI.[C:31](=O)([O-])[O-].[K+].[K+]. Product: [CH3:31][O:19][C:18](=[O:20])[C:17]1[CH:21]=[CH:22][CH:23]=[N:24][C:16]=1[O:15][C:14]1[CH:25]=[CH:26][C:11]([CH2:10][C@H:9]([NH:8][C:6]([O:5][C:1]([CH3:3])([CH3:4])[CH3:2])=[O:7])[CH2:27][OH:28])=[CH:12][CH:13]=1. (3) Reactant: [CH2:1]([C:5]1[N:6]([CH2:35][C:36]2[CH:41]=[CH:40][C:39]([C:42]3[CH:47]=[CH:46][CH:45]=[CH:44][C:43]=3[C:48]3[N:52](C(C4C=CC=CC=4)(C4C=CC=CC=4)C4C=CC=CC=4)[N:51]=[N:50][N:49]=3)=[CH:38][CH:37]=2)[C:7]([C:11]([O:13][CH:14]([O:16][C:17]([O:19][CH2:20][CH2:21][CH:22]([CH3:34])[C@@H:23]([O:30][N+:31]([O-:33])=[O:32])[C@H:24]([O:26][N+:27]([O-:29])=[O:28])[CH3:25])=[O:18])[CH3:15])=[O:12])=[C:8]([Cl:10])[N:9]=1)[CH2:2][CH2:3][CH3:4].CO. Product: [CH2:1]([C:5]1[N:6]([CH2:35][C:36]2[CH:41]=[CH:40][C:39]([C:42]3[CH:47]=[CH:46][CH:45]=[CH:44][C:43]=3[C:48]3[NH:52][N:51]=[N:50][N:49]=3)=[CH:38][CH:37]=2)[C:7]([C:11]([O:13][CH:14]([O:16][C:17]([O:19][CH2:20][CH2:21][CH:22]([CH3:34])[C@@H:23]([O:30][N+:31]([O-:33])=[O:32])[C@H:24]([O:26][N+:27]([O-:29])=[O:28])[CH3:25])=[O:18])[CH3:15])=[O:12])=[C:8]([Cl:10])[N:9]=1)[CH2:2][CH2:3][CH3:4]. The catalyst class is: 2. (4) The catalyst class is: 9. Reactant: [F:1][C:2]([F:7])([F:6])[C:3]([OH:5])=[O:4].[C:8]([C:11]1[CH:16]=[CH:15][C:14]([NH:17][CH:18]([C:22]2[CH:27]=[CH:26][C:25]([O:28][CH2:29][CH2:30][N:31]([CH3:33])[CH3:32])=[C:24]([O:34][CH2:35][CH3:36])[CH:23]=2)[C:19](O)=[O:20])=[CH:13][CH:12]=1)(=[NH:10])[NH2:9].O.ON1C2C=CC=CC=2N=N1.Cl.C(N=C=NCCCN(C)C)C.Cl.[CH3:61][O:62][C:63]1[CH:68]=[CH:67][CH:66]=[CH:65][C:64]=1[NH:69][NH2:70].C(N(CC)CC)C. Product: [F:1][C:2]([F:7])([F:6])[C:3]([OH:5])=[O:4].[CH3:33][N:31]([CH3:32])[CH2:30][CH2:29][O:28][C:25]1[CH:26]=[CH:27][C:22]([CH:18]([NH:17][C:14]2[CH:13]=[CH:12][C:11]([C:8]([NH2:9])=[NH:10])=[CH:16][CH:15]=2)[C:19]([NH:70][NH:69][C:64]2[CH:65]=[CH:66][CH:67]=[CH:68][C:63]=2[O:62][CH3:61])=[O:20])=[CH:23][C:24]=1[O:34][CH2:35][CH3:36]. (5) Reactant: [Br:1][C:2]1[CH:9]=[C:8](F)[CH:7]=[CH:6][C:3]=1[CH:4]=[O:5].C(=O)([O-])[O-].[K+].[K+].[NH:17]1[CH2:22][CH2:21][CH2:20][CH2:19][CH2:18]1. Product: [Br:1][C:2]1[CH:9]=[C:8]([N:17]2[CH2:22][CH2:21][CH2:20][CH2:19][CH2:18]2)[CH:7]=[CH:6][C:3]=1[CH:4]=[O:5]. The catalyst class is: 175. (6) Reactant: [CH2:1]([OH:13])[CH2:2][O:3][CH2:4][CH2:5][O:6][CH2:7][CH2:8][O:9][CH2:10][CH2:11][OH:12].C[C:15]([CH3:18])([O-:17])C.[K+]. Product: [CH2:11]([OH:12])[CH2:10][O:9][CH2:8][CH2:7][O:6][CH2:5][CH2:4][O:3][CH2:2][CH2:1][O:13][CH2:5][CH2:4][O:3][CH2:2][CH2:1][O:13][CH2:18][CH2:15][OH:17]. The catalyst class is: 1. (7) Reactant: [CH2:1]([C@H:3]([NH:10][C:11]([C:13]1[C:22]2[C:17](=[CH:18][CH:19]=[CH:20][CH:21]=2)[N:16]=[C:15]([C:23]2[CH:28]=[CH:27][CH:26]=[CH:25][CH:24]=2)[C:14]=1[N:29]1[CH2:33][CH2:32][CH2:31][C@H:30]1[C:34](OC)=[O:35])=[O:12])[C:4]1[CH:9]=[CH:8][CH:7]=[CH:6][CH:5]=1)[CH3:2].[BH4-].[Na+].CO. Product: [CH2:1]([C@H:3]([NH:10][C:11]([C:13]1[C:22]2[C:17](=[CH:18][CH:19]=[CH:20][CH:21]=2)[N:16]=[C:15]([C:23]2[CH:24]=[CH:25][CH:26]=[CH:27][CH:28]=2)[C:14]=1[N:29]1[CH2:33][CH2:32][CH2:31][C@H:30]1[CH2:34][OH:35])=[O:12])[C:4]1[CH:9]=[CH:8][CH:7]=[CH:6][CH:5]=1)[CH3:2]. The catalyst class is: 218. (8) Reactant: [C:1]([O:5][C:6]([N:8]1[CH2:12][CH2:11][CH2:10][C@H:9]1[C@H:13]([S:19][CH3:20])[C@H:14]([C:16]([OH:18])=O)[CH3:15])=[O:7])([CH3:4])([CH3:3])[CH3:2].Br.[OH:22][C:23]1[CH:24]=[C:25]([CH:29]=[CH:30][CH:31]=1)[CH2:26][CH2:27][NH2:28].F[P-](F)(F)(F)(F)F.N1(O[P+](N(C)C)(N(C)C)N(C)C)C2C=CC=CC=2N=N1.C1C=CC2N(O)N=NC=2C=1.C(N(C(C)C)CC)(C)C. Product: [C:1]([O:5][C:6]([N:8]1[CH2:12][CH2:11][CH2:10][C@H:9]1[C@H:13]([S:19][CH3:20])[C@H:14]([C:16](=[O:18])[NH:28][CH2:27][CH2:26][C:25]1[CH:29]=[CH:30][CH:31]=[C:23]([OH:22])[CH:24]=1)[CH3:15])=[O:7])([CH3:2])([CH3:3])[CH3:4]. The catalyst class is: 2. (9) Reactant: ClC1C=C(C=CC=1)C(OO)=[O:6].[F:12][C:13]1[CH:18]=[CH:17][C:16]([N:19]2[C:27]3[CH:26]=[C:25]([CH3:28])[C@:24]([CH2:30][CH:31]([C:33]4[CH:38]=[CH:37][CH:36]=[CH:35][N:34]=4)[OH:32])([CH3:29])[CH2:23][C:22]=3[CH:21]=[N:20]2)=[CH:15][CH:14]=1. Product: [F:12][C:13]1[CH:14]=[CH:15][C:16]([N:19]2[C:27]3[CH:26]=[C:25]([CH3:28])[C@:24]([CH2:30][CH:31]([C:33]4[CH:38]=[CH:37][CH:36]=[CH:35][N+:34]=4[O-:6])[OH:32])([CH3:29])[CH2:23][C:22]=3[CH:21]=[N:20]2)=[CH:17][CH:18]=1. The catalyst class is: 22.